This data is from NCI-60 drug combinations with 297,098 pairs across 59 cell lines. The task is: Regression. Given two drug SMILES strings and cell line genomic features, predict the synergy score measuring deviation from expected non-interaction effect. (1) Drug 2: CC1CCC2CC(C(=CC=CC=CC(CC(C(=O)C(C(C(=CC(C(=O)CC(OC(=O)C3CCCCN3C(=O)C(=O)C1(O2)O)C(C)CC4CCC(C(C4)OC)O)C)C)O)OC)C)C)C)OC. Drug 1: CC1=C(C(CCC1)(C)C)C=CC(=CC=CC(=CC(=O)O)C)C. Cell line: NCI-H522. Synergy scores: CSS=0.141, Synergy_ZIP=1.19, Synergy_Bliss=1.43, Synergy_Loewe=-1.18, Synergy_HSA=-1.42. (2) Drug 1: C1=NC2=C(N=C(N=C2N1C3C(C(C(O3)CO)O)O)F)N. Drug 2: CN1C2=C(C=C(C=C2)N(CCCl)CCCl)N=C1CCCC(=O)O.Cl. Cell line: HOP-92. Synergy scores: CSS=8.60, Synergy_ZIP=-5.66, Synergy_Bliss=-1.07, Synergy_Loewe=-12.6, Synergy_HSA=-2.43.